From a dataset of NCI-60 drug combinations with 297,098 pairs across 59 cell lines. Regression. Given two drug SMILES strings and cell line genomic features, predict the synergy score measuring deviation from expected non-interaction effect. Drug 1: C1=CC(=C2C(=C1NCCNCCO)C(=O)C3=C(C=CC(=C3C2=O)O)O)NCCNCCO. Drug 2: CCN(CC)CCNC(=O)C1=C(NC(=C1C)C=C2C3=C(C=CC(=C3)F)NC2=O)C. Cell line: HCC-2998. Synergy scores: CSS=34.6, Synergy_ZIP=6.68, Synergy_Bliss=5.76, Synergy_Loewe=-12.1, Synergy_HSA=4.63.